Dataset: Catalyst prediction with 721,799 reactions and 888 catalyst types from USPTO. Task: Predict which catalyst facilitates the given reaction. (1) Reactant: [Cl:1][C:2]1[CH:3]=[C:4]2[C:12](=[CH:13][C:14]=1[Cl:15])[N:11](C(OC(C)(C)C)=O)[C:10]1[C:9](=[O:23])[CH2:8][CH2:7][CH2:6][C:5]2=1.C(O)(C(F)(F)F)=O.C([O-])(O)=O.[Na+]. Product: [Cl:1][C:2]1[CH:3]=[C:4]2[C:12](=[CH:13][C:14]=1[Cl:15])[NH:11][C:10]1[C:9](=[O:23])[CH2:8][CH2:7][CH2:6][C:5]2=1. The catalyst class is: 2. (2) Reactant: [B:1](OC(C)C)([O:6]C(C)C)[O:2]C(C)C.Br[C:15]1[CH:20]=[CH:19][CH:18]=[CH:17][C:16]=1[S:21][CH2:22][CH3:23].[Li]CCCC.CCCCCC.Cl. Product: [CH2:22]([S:21][C:16]1[CH:17]=[CH:18][CH:19]=[CH:20][C:15]=1[B:1]([OH:6])[OH:2])[CH3:23]. The catalyst class is: 13. (3) Reactant: [NH2:1][CH2:2][C:3]1[CH:8]=[CH:7][CH:6]=[CH:5][C:4]=1[N:9]([CH3:14])[S:10]([CH3:13])(=[O:12])=[O:11].[CH3:15][O:16][C:17]1[CH:18]=[C:19]([CH2:25][C:26](O)=[O:27])[CH:20]=[CH:21][C:22]=1[O:23][CH3:24].CCCP(=O)=O.CCN(C(C)C)C(C)C. Product: [CH3:15][O:16][C:17]1[CH:18]=[C:19]([CH2:25][C:26]([NH:1][CH2:2][C:3]2[CH:8]=[CH:7][CH:6]=[CH:5][C:4]=2[N:9]([CH3:14])[S:10]([CH3:13])(=[O:12])=[O:11])=[O:27])[CH:20]=[CH:21][C:22]=1[O:23][CH3:24]. The catalyst class is: 1. (4) Reactant: [CH2:1]([O:8][C:9]1[CH:14]=[CH:13][N:12]([C:15]2[S:16][C:17]([C:21](O)=[O:22])=[C:18]([CH3:20])[N:19]=2)[C:11](=[O:24])[CH:10]=1)[C:2]1[CH:7]=[CH:6][CH:5]=[CH:4][CH:3]=1.C(N(CC)C(C)C)(C)C.CN(C)CCCN=C=NCC.ON1C2C=CC=CC=2N=N1.[S:55]1[C:59]([CH2:60][NH2:61])=[CH:58][C:57]2[CH:62]=[CH:63][CH:64]=[CH:65][C:56]1=2. Product: [S:55]1[C:59]([CH2:60][NH:61][C:21]([C:17]2[S:16][C:15]([N:12]3[CH:13]=[CH:14][C:9]([O:8][CH2:1][C:2]4[CH:3]=[CH:4][CH:5]=[CH:6][CH:7]=4)=[CH:10][C:11]3=[O:24])=[N:19][C:18]=2[CH3:20])=[O:22])=[CH:58][C:57]2[CH:62]=[CH:63][CH:64]=[CH:65][C:56]1=2. The catalyst class is: 3. (5) Reactant: [Br:1][C:2]1[CH:3]=[C:4]([N+:15]([O-:17])=[O:16])[CH:5]=[C:6]2[C:11]=1[N:10]=[CH:9][C:8]([C:12]#[N:13])=[C:7]2Cl.[Cl:18][C:19]1[CH:20]=[C:21]([CH:23]=[CH:24][CH:25]=1)[NH2:22]. Product: [Br:1][C:2]1[CH:3]=[C:4]([N+:15]([O-:17])=[O:16])[CH:5]=[C:6]2[C:11]=1[N:10]=[CH:9][C:8]([C:12]#[N:13])=[C:7]2[NH:22][C:21]1[CH:23]=[CH:24][CH:25]=[C:19]([Cl:18])[CH:20]=1. The catalyst class is: 57. (6) Reactant: [O:1]1[CH2:6][CH2:5][CH2:4][CH2:3][CH:2]1[N:7]1[C:11]2[CH:12]=[CH:13][C:14]([CH:16]=[N:17][CH3:18])=[CH:15][C:10]=2[N:9]=[CH:8]1.[BH4-].[Na+]. Product: [CH3:18][NH:17][CH2:16][C:14]1[CH:13]=[CH:12][C:11]2[N:7]([CH:2]3[CH2:3][CH2:4][CH2:5][CH2:6][O:1]3)[CH:8]=[N:9][C:10]=2[CH:15]=1. The catalyst class is: 5. (7) Reactant: [C:1]([C:3]1[C:4]([C:9]2[CH2:10][CH2:11][N:12](C(OC(C)(C)C)=O)[CH2:13][CH:14]=2)=[N:5][CH:6]=[CH:7][CH:8]=1)#[N:2]. Product: [N:5]1[CH:6]=[CH:7][CH:8]=[C:3]([C:1]#[N:2])[C:4]=1[C:9]1[CH2:10][CH2:11][NH:12][CH2:13][CH:14]=1. The catalyst class is: 330. (8) Reactant: [C:1]([O:5][C:6]([N:8]1[CH2:12][C@@H:11]([NH:13]C(OCC[Si](C)(C)C)=O)[C@H:10]([CH2:23][NH:24][CH:25]([CH3:27])[CH3:26])[CH2:9]1)=[O:7])([CH3:4])([CH3:3])[CH3:2].C([C@H]1CNC[C@@H]1CN(C(C)C)[C:42](=[O:57])[C:43]1[CH:48]=[CH:47][C:46]([CH2:49][CH3:50])=[C:45]([O:51][CH2:52][CH2:53][CH2:54][O:55][CH3:56])[CH:44]=1)C1C=CC=CC=1.CC#N.O.CC#N. Product: [C:1]([O:5][C:6]([N:8]1[CH2:9][C@@H:10]([CH2:23][N:24]([C:42](=[O:57])[C:43]2[CH:48]=[CH:47][C:46]([CH2:49][CH3:50])=[C:45]([O:51][CH2:52][CH2:53][CH2:54][O:55][CH3:56])[CH:44]=2)[CH:25]([CH3:26])[CH3:27])[C@H:11]([NH2:13])[CH2:12]1)=[O:7])([CH3:2])([CH3:3])[CH3:4]. The catalyst class is: 6.